Dataset: Full USPTO retrosynthesis dataset with 1.9M reactions from patents (1976-2016). Task: Predict the reactants needed to synthesize the given product. (1) Given the product [CH:23]1([C:22]2[C:17]([N:14]3[CH2:15][CH2:16][N:11]([C:9]([C:5]4[CH:4]=[CH:3][C:2]([N:29]5[CH2:33][CH2:32][CH2:31][C:30]5=[O:34])=[N:7][C:6]=4[CH3:8])=[O:10])[CH2:12][CH2:13]3)=[N:18][CH:19]=[C:20]([CH:26]3[CH2:28][CH2:27]3)[CH:21]=2)[CH2:25][CH2:24]1, predict the reactants needed to synthesize it. The reactants are: Br[C:2]1[N:7]=[C:6]([CH3:8])[C:5]([C:9]([N:11]2[CH2:16][CH2:15][N:14]([C:17]3[C:22]([CH:23]4[CH2:25][CH2:24]4)=[CH:21][C:20]([CH:26]4[CH2:28][CH2:27]4)=[CH:19][N:18]=3)[CH2:13][CH2:12]2)=[O:10])=[CH:4][CH:3]=1.[NH:29]1[CH2:33][CH2:32][CH2:31][C:30]1=[O:34]. (2) Given the product [CH2:1]([O:8][C@H:9]1[CH2:13][CH2:12][CH2:11][C@@H:10]1[NH:14][C:15]1[CH:22]=[C:21]([N:23]2[C:31]3[CH2:30][C:29]([CH3:32])([CH3:33])[CH2:28][C:27](=[O:34])[C:26]=3[C:25]([CH3:35])=[N:24]2)[CH:20]=[CH:19][C:16]=1[C:17]([NH2:18])=[O:36])[C:2]1[CH:7]=[CH:6][CH:5]=[CH:4][CH:3]=1, predict the reactants needed to synthesize it. The reactants are: [CH2:1]([O:8][C@H:9]1[CH2:13][CH2:12][CH2:11][C@@H:10]1[NH:14][C:15]1[CH:22]=[C:21]([N:23]2[C:31]3[CH2:30][C:29]([CH3:33])([CH3:32])[CH2:28][C:27](=[O:34])[C:26]=3[C:25]([CH3:35])=[N:24]2)[CH:20]=[CH:19][C:16]=1[C:17]#[N:18])[C:2]1[CH:7]=[CH:6][CH:5]=[CH:4][CH:3]=1.[OH-:36].[Na+].OO. (3) Given the product [C:1]([O:5][C:6]([NH:8][C@@H:9]1[CH2:14][N:13]([C:15]2[N:20]=[C:19]([CH3:21])[CH:18]=[C:17]([NH:22][C:23]3[NH:27][N:26]=[CH:25][CH:24]=3)[N:16]=2)[CH2:12][C@@H:11]([C:28]([OH:30])=[O:29])[CH2:10]1)=[O:7])([CH3:4])([CH3:2])[CH3:3], predict the reactants needed to synthesize it. The reactants are: [C:1]([O:5][C:6]([NH:8][C@H:9]1[CH2:14][N:13]([C:15]2[N:20]=[C:19]([CH3:21])[CH:18]=[C:17]([NH:22][C:23]3[NH:27][N:26]=[CH:25][CH:24]=3)[N:16]=2)[CH2:12][C@@H:11]([C:28]([O:30]C)=[O:29])[CH2:10]1)=[O:7])([CH3:4])([CH3:3])[CH3:2].[OH-].[Na+].[NH4+].[Cl-]. (4) The reactants are: [BrH:1].[CH3:2][N:3]1[CH2:7][CH2:6][CH2:5][C@@H:4]1[CH2:8][C:9]1[C:17]2[C:12](=[CH:13][CH:14]=[C:15]([CH:18]=[CH:19][S:20]([C:23]3[CH:28]=[CH:27][CH:26]=[CH:25][CH:24]=3)(=[O:22])=[O:21])[CH:16]=2)[NH:11][CH:10]=1.[H][H].Br. Given the product [BrH:1].[CH3:2][N:3]1[CH2:7][CH2:6][CH2:5][C@@H:4]1[CH2:8][C:9]1[C:17]2[C:12](=[CH:13][CH:14]=[C:15]([CH2:18][CH2:19][S:20]([C:23]3[CH:28]=[CH:27][CH:26]=[CH:25][CH:24]=3)(=[O:21])=[O:22])[CH:16]=2)[NH:11][CH:10]=1.[BrH:1], predict the reactants needed to synthesize it. (5) The reactants are: Cl[C:2]1[C:11]2[C:6](=[CH:7][C:8]([O:12][CH3:13])=[CH:9][CH:10]=2)[CH:5]=[C:4]([NH:14][C:15]2[CH:19]=[CH:18][NH:17][N:16]=2)[N:3]=1.[N:20]1[CH:25]=[CH:24][CH:23]=[C:22](B(O)O)[CH:21]=1. Given the product [CH3:13][O:12][C:8]1[CH:7]=[C:6]2[C:11](=[CH:10][CH:9]=1)[C:2]([C:22]1[CH:21]=[N:20][CH:25]=[CH:24][CH:23]=1)=[N:3][C:4]([NH:14][C:15]1[CH:19]=[CH:18][NH:17][N:16]=1)=[CH:5]2, predict the reactants needed to synthesize it.